Predict the product of the given reaction. From a dataset of Forward reaction prediction with 1.9M reactions from USPTO patents (1976-2016). (1) Given the reactants [F:1][C:2]1([F:56])[CH2:7][CH2:6][CH:5]([C:8]2[C:17]3[CH:16]([O:18][CH2:19][C:20]4[CH:25]=[CH:24][C:23]([O:26][CH3:27])=[CH:22][CH:21]=4)[CH2:15][C:14]([CH3:29])([CH3:28])[CH2:13][C:12]=3[N:11]=[C:10]([CH:30]3[CH2:35][CH2:34][N:33]([C:36]4[N:41]=[CH:40][C:39]([CH:42]=[O:43])=[CH:38][N:37]=4)[CH2:32][CH2:31]3)[C:9]=2[CH:44]([F:55])[C:45]2[CH:50]=[CH:49][C:48]([C:51]([F:54])([F:53])[F:52])=[CH:47][CH:46]=2)[CH2:4][CH2:3]1.[CH2:57]([Mg]Br)[CH:58]([CH3:60])[CH3:59].O1CCCC1.[Cl-].[NH4+], predict the reaction product. The product is: [F:56][C:2]1([F:1])[CH2:7][CH2:6][CH:5]([C:8]2[C:17]3[CH:16]([O:18][CH2:19][C:20]4[CH:21]=[CH:22][C:23]([O:26][CH3:27])=[CH:24][CH:25]=4)[CH2:15][C:14]([CH3:28])([CH3:29])[CH2:13][C:12]=3[N:11]=[C:10]([CH:30]3[CH2:31][CH2:32][N:33]([C:36]4[N:41]=[CH:40][C:39]([CH:42]([OH:43])[CH2:57][CH:58]([CH3:60])[CH3:59])=[CH:38][N:37]=4)[CH2:34][CH2:35]3)[C:9]=2[CH:44]([F:55])[C:45]2[CH:46]=[CH:47][C:48]([C:51]([F:53])([F:52])[F:54])=[CH:49][CH:50]=2)[CH2:4][CH2:3]1. (2) The product is: [O:32]1[CH2:37][CH2:36][O:35][C:34]2[CH:38]=[C:39]([NH:42][C:21]([N:13]3[C@@H:14]4[CH2:18][N:17]([CH2:16][CH2:15]4)[C:11]4[CH:10]=[CH:9][C:8]([C:6]5[CH:5]=[CH:4][N:3]=[C:2]([CH3:1])[CH:7]=5)=[N:19][C:12]3=4)=[O:23])[CH:40]=[CH:41][C:33]1=2. Given the reactants [CH3:1][C:2]1[CH:7]=[C:6]([C:8]2[CH:9]=[CH:10][C:11]3[N:17]4[CH2:18][C@H:14]([CH2:15][CH2:16]4)[NH:13][C:12]=3[N:19]=2)[CH:5]=[CH:4][N:3]=1.Cl[C:21](Cl)([O:23]C(=O)OC(Cl)(Cl)Cl)Cl.[O:32]1[CH2:37][CH2:36][O:35][C:34]2[CH:38]=[C:39]([NH2:42])[CH:40]=[CH:41][C:33]1=2.C(N(CC)CC)C, predict the reaction product. (3) The product is: [CH3:40][C:10]1([CH3:41])[CH2:9][NH:8][CH2:13][CH2:12][N:11]1[C:14]([C:16]1[CH:21]=[C:20]([C:22]2[CH:27]=[CH:26][C:25]([OH:28])=[CH:24][C:23]=2[F:29])[N:19]=[C:18]2[NH:30][N:31]=[C:32]([CH3:33])[C:17]=12)=[O:15]. Given the reactants C(OC([N:8]1[CH2:13][CH2:12][N:11]([C:14]([C:16]2[C:17]3[C:32]([CH3:33])=[N:31][N:30](C4CCCCO4)[C:18]=3[N:19]=[C:20]([C:22]3[CH:27]=[CH:26][C:25]([OH:28])=[CH:24][C:23]=3[F:29])[CH:21]=2)=[O:15])[C:10]([CH3:41])([CH3:40])[CH2:9]1)=O)(C)(C)C, predict the reaction product. (4) Given the reactants [CH3:13][C:12]([O:11][C:9](O[C:9]([O:11][C:12]([CH3:15])([CH3:14])[CH3:13])=[O:10])=[O:10])([CH3:15])[CH3:14].[C:16](#[N:18])[CH3:17], predict the reaction product. The product is: [O:11]=[C:12]1[N:18]([C:9]([O:11][C:12]([CH3:13])([CH3:14])[CH3:15])=[O:10])[C@@H:16]([C:9]([O:11][CH2:12][CH3:13])=[O:10])[CH2:17][CH2:13]1. (5) The product is: [NH:1]1[CH2:8][C@H:7]([OH:18])[CH2:6][C@H:2]1[C:3]([OH:5])=[O:4]. Given the reactants [NH:1]1[CH2:8][CH2:7][CH2:6][C@H:2]1[C:3]([OH:5])=[O:4].C1C([C@@H](O)[C@H](NC(C(Cl)Cl)=O)C[OH:18])=CC=C([N+]([O-])=O)C=1, predict the reaction product. (6) The product is: [ClH:1].[ClH:1].[F:27][C:28]1([F:35])[CH2:33][CH2:32][CH:31]([NH:3][C@@H:4]2[CH2:6][C@H:5]2[C:7]2[CH:8]=[C:9]([CH:19]=[CH:20][CH:21]=2)[C:10]([NH:12][C:13]2[S:14][C:15]([CH3:18])=[N:16][N:17]=2)=[O:11])[CH2:30][CH2:29]1. Given the reactants [ClH:1].Cl.[NH2:3][C@@H:4]1[CH2:6][C@H:5]1[C:7]1[CH:8]=[C:9]([CH:19]=[CH:20][CH:21]=1)[C:10]([NH:12][C:13]1[S:14][C:15]([CH3:18])=[N:16][N:17]=1)=[O:11].C(=O)([O-])O.[Na+].[F:27][C:28]1([F:35])[CH2:33][CH2:32][C:31](=O)[CH2:30][CH2:29]1, predict the reaction product.